This data is from NCI-60 drug combinations with 297,098 pairs across 59 cell lines. The task is: Regression. Given two drug SMILES strings and cell line genomic features, predict the synergy score measuring deviation from expected non-interaction effect. (1) Drug 1: CC1=C(N=C(N=C1N)C(CC(=O)N)NCC(C(=O)N)N)C(=O)NC(C(C2=CN=CN2)OC3C(C(C(C(O3)CO)O)O)OC4C(C(C(C(O4)CO)O)OC(=O)N)O)C(=O)NC(C)C(C(C)C(=O)NC(C(C)O)C(=O)NCCC5=NC(=CS5)C6=NC(=CS6)C(=O)NCCC[S+](C)C)O. Drug 2: COCCOC1=C(C=C2C(=C1)C(=NC=N2)NC3=CC=CC(=C3)C#C)OCCOC.Cl. Cell line: U251. Synergy scores: CSS=62.9, Synergy_ZIP=-1.38, Synergy_Bliss=-3.58, Synergy_Loewe=-18.1, Synergy_HSA=-2.38. (2) Drug 1: CN(C)C1=NC(=NC(=N1)N(C)C)N(C)C. Drug 2: CC(C)NC(=O)C1=CC=C(C=C1)CNNC.Cl. Cell line: OVCAR-8. Synergy scores: CSS=-8.88, Synergy_ZIP=2.46, Synergy_Bliss=-3.22, Synergy_Loewe=-8.56, Synergy_HSA=-8.66. (3) Drug 1: C1CC(=O)NC(=O)C1N2CC3=C(C2=O)C=CC=C3N. Drug 2: CCCCC(=O)OCC(=O)C1(CC(C2=C(C1)C(=C3C(=C2O)C(=O)C4=C(C3=O)C=CC=C4OC)O)OC5CC(C(C(O5)C)O)NC(=O)C(F)(F)F)O. Cell line: A498. Synergy scores: CSS=2.75, Synergy_ZIP=-2.71, Synergy_Bliss=-3.20, Synergy_Loewe=-0.776, Synergy_HSA=-0.976. (4) Drug 1: C1=CC(=CC=C1CCCC(=O)O)N(CCCl)CCCl. Drug 2: C1CN(CCN1C(=O)CCBr)C(=O)CCBr. Cell line: DU-145. Synergy scores: CSS=41.9, Synergy_ZIP=-2.15, Synergy_Bliss=3.60, Synergy_Loewe=-1.49, Synergy_HSA=4.66. (5) Drug 1: CC1=C(C=C(C=C1)NC2=NC=CC(=N2)N(C)C3=CC4=NN(C(=C4C=C3)C)C)S(=O)(=O)N.Cl. Drug 2: CCCCCOC(=O)NC1=NC(=O)N(C=C1F)C2C(C(C(O2)C)O)O. Cell line: NCI-H522. Synergy scores: CSS=7.48, Synergy_ZIP=-1.18, Synergy_Bliss=1.60, Synergy_Loewe=1.87, Synergy_HSA=1.78. (6) Drug 1: CN(C)C1=NC(=NC(=N1)N(C)C)N(C)C. Drug 2: CN(CCCl)CCCl.Cl. Cell line: MOLT-4. Synergy scores: CSS=12.1, Synergy_ZIP=1.45, Synergy_Bliss=-3.36, Synergy_Loewe=-63.6, Synergy_HSA=-6.75.